Regression. Given a peptide amino acid sequence and an MHC pseudo amino acid sequence, predict their binding affinity value. This is MHC class I binding data. From a dataset of Peptide-MHC class I binding affinity with 185,985 pairs from IEDB/IMGT. (1) The peptide sequence is ITLWQRPIV. The MHC is HLA-B15:01 with pseudo-sequence HLA-B15:01. The binding affinity (normalized) is 0.254. (2) The binding affinity (normalized) is 0.259. The MHC is HLA-B27:05 with pseudo-sequence HLA-B27:05. The peptide sequence is SARRHRILDIYLE. (3) The peptide sequence is EHYVRITGL. The MHC is HLA-B40:01 with pseudo-sequence HLA-B40:01. The binding affinity (normalized) is 0.0847.